Dataset: Skin sensitization/reaction prediction data. Task: Regression/Classification. Given a drug SMILES string, predict its toxicity properties. Task type varies by dataset: regression for continuous values (e.g., LD50, hERG inhibition percentage) or binary classification for toxic/non-toxic outcomes (e.g., AMES mutagenicity, cardiotoxicity, hepatotoxicity). Dataset: skin_reaction. (1) The compound is O=C(O)C(=NOCc1ccccc1)C(=O)O. The result is 0 (no skin reaction). (2) The drug is COc1ccc(C=O)cc1OC. The result is 1 (causes skin reaction). (3) The compound is O=C(O)CCCCCCCCCCCBr. The result is 1 (causes skin reaction). (4) The compound is C=C(C)C1CC=C(C=O)CC1. The result is 1 (causes skin reaction). (5) The molecule is Nc1ccccc1C(=O)O. The result is 0 (no skin reaction). (6) The molecule is CC(C=O)Cc1ccc(C(C)C)cc1. The result is 1 (causes skin reaction). (7) The drug is CCCCCCCCC(=O)Cl. The result is 1 (causes skin reaction). (8) The drug is Nc1ccccc1O. The result is 1 (causes skin reaction). (9) The molecule is COc1cc(C)c2c(Oc3cccc(C(F)(F)F)c3)c(OC)cc([N+](=O)[O-])c2n1. The result is 1 (causes skin reaction).